From a dataset of Full USPTO retrosynthesis dataset with 1.9M reactions from patents (1976-2016). Predict the reactants needed to synthesize the given product. (1) The reactants are: [N:1]1[CH:6]=[CH:5][C:4](B(O)O)=[CH:3][CH:2]=1.FC(F)(F)S(O[C:16]1[C@@:20]2([CH3:36])[CH2:21][CH2:22][C@H:23]3[C@H:32]([C@@H:19]2[CH2:18][CH:17]=1)[CH2:31][CH:30]=[C:29]1[C@:24]3([CH3:35])[CH2:25][CH2:26][C:27](=[O:34])[N:28]1[CH3:33])(=O)=O. Given the product [CH3:33][N:28]1[C:29]2[C@@:24]([CH3:35])([C@H:23]3[CH2:22][CH2:21][C@@:20]4([CH3:36])[C@@H:19]([CH2:18][CH:17]=[C:16]4[C:4]4[CH:5]=[CH:6][N:1]=[CH:2][CH:3]=4)[C@@H:32]3[CH2:31][CH:30]=2)[CH2:25][CH2:26][C:27]1=[O:34], predict the reactants needed to synthesize it. (2) Given the product [N:1]1([C:6]([C:8]2[CH:9]=[C:10]([CH:15]=[CH:16][CH:17]=2)[C:11]([OH:13])=[O:12])=[O:7])[CH2:2][CH2:3][CH2:4][CH2:5]1, predict the reactants needed to synthesize it. The reactants are: [N:1]1([C:6]([C:8]2[CH:9]=[C:10]([CH:15]=[CH:16][CH:17]=2)[C:11]([O:13]C)=[O:12])=[O:7])[CH2:5][CH2:4][CH2:3][CH2:2]1.[OH-].[Na+]. (3) Given the product [Cl:18][C:19]1[CH:24]=[CH:23][C:22]([NH:25][C:26]([NH:17][C:11]2[CH:12]=[CH:13][C:14]([O:15][CH3:16])=[C:9]([C:8]3[N:4]([CH:1]([CH3:3])[CH3:2])[N:5]=[CH:6][CH:7]=3)[CH:10]=2)=[O:27])=[CH:21][CH:20]=1, predict the reactants needed to synthesize it. The reactants are: [CH:1]([N:4]1[C:8]([C:9]2[CH:10]=[C:11]([NH2:17])[CH:12]=[CH:13][C:14]=2[O:15][CH3:16])=[CH:7][CH:6]=[N:5]1)([CH3:3])[CH3:2].[Cl:18][C:19]1[CH:24]=[CH:23][C:22]([N:25]=[C:26]=[O:27])=[CH:21][CH:20]=1. (4) Given the product [C:36]1([NH:35][C:2]2[CH:3]=[CH:4][C:5]3[N:6]([C:15]4[CH:20]=[CH:19][CH:18]=[CH:17][CH:16]=4)[C:7]4[C:12]([C:13]=3[CH:14]=2)=[CH:11][CH:10]=[CH:9][CH:8]=4)[CH:41]=[CH:40][CH:39]=[CH:38][CH:37]=1, predict the reactants needed to synthesize it. The reactants are: Br[C:2]1[CH:3]=[CH:4][C:5]2[N:6]([C:15]3[CH:20]=[CH:19][CH:18]=[CH:17][CH:16]=3)[C:7]3[C:12]([C:13]=2[CH:14]=1)=[CH:11][CH:10]=[CH:9][CH:8]=3.C(O[Na])(C)(C)C.C1(C)C(C)=CC=CC=1.[NH2:35][C:36]1[CH:41]=[CH:40][CH:39]=[CH:38][CH:37]=1. (5) The reactants are: [Cl:1][C:2]1[CH:10]=[CH:9][CH:8]=[CH:7][C:3]=1[C:4]([OH:6])=O.[CH:11]([O:14][CH:15]([C:18]1[CH:19]=[N:20][C:21]([CH3:24])=[N:22][CH:23]=1)[CH2:16][NH2:17])([CH3:13])[CH3:12]. Given the product [Cl:1][C:2]1[CH:10]=[CH:9][CH:8]=[CH:7][C:3]=1[C:4]([NH:17][CH2:16][CH:15]([O:14][CH:11]([CH3:13])[CH3:12])[C:18]1[CH:19]=[N:20][C:21]([CH3:24])=[N:22][CH:23]=1)=[O:6], predict the reactants needed to synthesize it. (6) Given the product [Cl-:9].[NH2:1][C:2]1[C:3]([C:10]([NH:21][CH:22]2[CH2:27][CH2:26][CH2:25][N+:24]([CH2:39][C:40]([O:42][CH2:43][CH3:44])=[O:41])([CH2:28][CH2:29][CH2:30][C:31]3[CH:32]=[CH:33][C:34]([O:37][CH3:38])=[CH:35][CH:36]=3)[CH2:23]2)=[O:12])=[N:4][C:5]([Cl:9])=[C:6]([NH2:8])[N:7]=1, predict the reactants needed to synthesize it. The reactants are: [NH2:1][C:2]1[C:3]([C:10]([OH:12])=O)=[N:4][C:5]([Cl:9])=[C:6]([NH2:8])[N:7]=1.FC(F)(F)C([O-])=O.[Br-].[NH2:21][CH:22]1[CH2:27][CH2:26][CH2:25][N+:24]([CH2:39][C:40]([O:42][CH2:43][CH3:44])=[O:41])([CH2:28][CH2:29][CH2:30][C:31]2[CH:36]=[CH:35][C:34]([O:37][CH3:38])=[CH:33][CH:32]=2)[CH2:23]1.NC1CCC[N+](CCCC2C=CC(OC)=CC=2)(CC(OCC)=O)C1.F[B-](F)(F)F.N1(OC(N(C)C)=[N+](C)C)C2C=CC=CC=2N=N1.C(N(CC)C(C)C)(C)C. (7) Given the product [F:25][C:23]1[C:22]2[C:17](=[CH:18][CH:19]=[CH:20][CH:21]=2)[N:16]=[C:15]([C:12]2[CH:13]=[CH:14][C:9]([NH:7][CH3:6])=[CH:10][CH:11]=2)[CH:24]=1, predict the reactants needed to synthesize it. The reactants are: C(O[C:6](=O)[N:7]([C:9]1[CH:14]=[CH:13][C:12]([C:15]2[CH:24]=[C:23]([F:25])[C:22]3[C:17](=[CH:18][CH:19]=[CH:20][CH:21]=3)[N:16]=2)=[CH:11][CH:10]=1)C)(C)(C)C.C(O)(C(F)(F)F)=O.